From a dataset of Forward reaction prediction with 1.9M reactions from USPTO patents (1976-2016). Predict the product of the given reaction. (1) Given the reactants [CH:1]([C:4]1[CH:22]=[CH:21][C:7]([CH2:8][O:9][N:10]2C(=O)C3=CC=CC=C3C2=O)=[CH:6][CH:5]=1)([CH3:3])[CH3:2].[ClH:23], predict the reaction product. The product is: [ClH:23].[CH:1]([C:4]1[CH:22]=[CH:21][C:7]([CH2:8][O:9][NH2:10])=[CH:6][CH:5]=1)([CH3:3])[CH3:2]. (2) Given the reactants [C:1]([O:5][C:6](=[O:20])[NH:7][CH2:8][CH2:9][CH2:10][O:11][C:12]1[CH:17]=[CH:16][C:15]([Cl:18])=[CH:14][C:13]=1[NH2:19])([CH3:4])([CH3:3])[CH3:2].[C:21](N1C=CN=C1)(N1C=CN=C1)=[O:22].[NH2:33][C:34]1[CH:39]=[CH:38][C:37]([C:40]#[N:41])=[CH:36][N:35]=1, predict the reaction product. The product is: [C:1]([O:5][C:6](=[O:20])[NH:7][CH2:8][CH2:9][CH2:10][O:11][C:12]1[CH:17]=[CH:16][C:15]([Cl:18])=[CH:14][C:13]=1[NH:19][C:21]([NH:33][C:34]1[CH:39]=[CH:38][C:37]([C:40]#[N:41])=[CH:36][N:35]=1)=[O:22])([CH3:4])([CH3:2])[CH3:3].